This data is from NCI-60 drug combinations with 297,098 pairs across 59 cell lines. The task is: Regression. Given two drug SMILES strings and cell line genomic features, predict the synergy score measuring deviation from expected non-interaction effect. (1) Drug 1: CC1C(C(CC(O1)OC2CC(OC(C2O)C)OC3=CC4=CC5=C(C(=O)C(C(C5)C(C(=O)C(C(C)O)O)OC)OC6CC(C(C(O6)C)O)OC7CC(C(C(O7)C)O)OC8CC(C(C(O8)C)O)(C)O)C(=C4C(=C3C)O)O)O)O. Drug 2: CN(C(=O)NC(C=O)C(C(C(CO)O)O)O)N=O. Cell line: NCI-H322M. Synergy scores: CSS=49.1, Synergy_ZIP=1.58, Synergy_Bliss=1.25, Synergy_Loewe=-52.3, Synergy_HSA=-0.501. (2) Drug 1: CC1C(C(CC(O1)OC2CC(CC3=C2C(=C4C(=C3O)C(=O)C5=C(C4=O)C(=CC=C5)OC)O)(C(=O)CO)O)N)O.Cl. Drug 2: CCC1=CC2CC(C3=C(CN(C2)C1)C4=CC=CC=C4N3)(C5=C(C=C6C(=C5)C78CCN9C7C(C=CC9)(C(C(C8N6C)(C(=O)OC)O)OC(=O)C)CC)OC)C(=O)OC.C(C(C(=O)O)O)(C(=O)O)O. Cell line: HS 578T. Synergy scores: CSS=31.1, Synergy_ZIP=1.27, Synergy_Bliss=-2.74, Synergy_Loewe=-11.0, Synergy_HSA=-1.95. (3) Drug 1: CC12CCC(CC1=CCC3C2CCC4(C3CC=C4C5=CN=CC=C5)C)O. Drug 2: C1CC(=O)NC(=O)C1N2CC3=C(C2=O)C=CC=C3N. Cell line: NCI-H522. Synergy scores: CSS=7.07, Synergy_ZIP=-1.20, Synergy_Bliss=1.55, Synergy_Loewe=1.44, Synergy_HSA=1.43. (4) Drug 1: CCN(CC)CCCC(C)NC1=C2C=C(C=CC2=NC3=C1C=CC(=C3)Cl)OC. Drug 2: C(CCl)NC(=O)N(CCCl)N=O. Cell line: UACC-257. Synergy scores: CSS=6.22, Synergy_ZIP=-2.33, Synergy_Bliss=0.861, Synergy_Loewe=0.808, Synergy_HSA=1.69. (5) Drug 1: CC12CCC3C(C1CCC2=O)CC(=C)C4=CC(=O)C=CC34C. Drug 2: CS(=O)(=O)OCCCCOS(=O)(=O)C. Cell line: LOX IMVI. Synergy scores: CSS=57.2, Synergy_ZIP=-2.18, Synergy_Bliss=0.133, Synergy_Loewe=0.786, Synergy_HSA=1.25. (6) Drug 1: C1=C(C(=O)NC(=O)N1)N(CCCl)CCCl. Drug 2: CC12CCC3C(C1CCC2OP(=O)(O)O)CCC4=C3C=CC(=C4)OC(=O)N(CCCl)CCCl.[Na+]. Cell line: CCRF-CEM. Synergy scores: CSS=39.2, Synergy_ZIP=-4.90, Synergy_Bliss=-8.04, Synergy_Loewe=-28.5, Synergy_HSA=-6.90. (7) Drug 1: C1=C(C(=O)NC(=O)N1)N(CCCl)CCCl. Drug 2: C1=CN(C=N1)CC(O)(P(=O)(O)O)P(=O)(O)O. Cell line: SK-OV-3. Synergy scores: CSS=19.6, Synergy_ZIP=-5.43, Synergy_Bliss=-3.53, Synergy_Loewe=-3.28, Synergy_HSA=-3.26. (8) Drug 1: CNC(=O)C1=NC=CC(=C1)OC2=CC=C(C=C2)NC(=O)NC3=CC(=C(C=C3)Cl)C(F)(F)F. Drug 2: CS(=O)(=O)OCCCCOS(=O)(=O)C. Cell line: CCRF-CEM. Synergy scores: CSS=16.7, Synergy_ZIP=-10.9, Synergy_Bliss=-2.42, Synergy_Loewe=1.14, Synergy_HSA=1.22.